This data is from Forward reaction prediction with 1.9M reactions from USPTO patents (1976-2016). The task is: Predict the product of the given reaction. (1) Given the reactants [Cl:1][C:2]1[CH:3]=[C:4](B(O)O)[CH:5]=[CH:6][CH:7]=1.[C:11]([NH:15][C:16]1[CH:21]=[C:20](Cl)[N:19]=[C:18]([NH2:23])[N:17]=1)([CH3:14])([CH3:13])[CH3:12], predict the reaction product. The product is: [C:11]([NH:15][C:16]1[CH:21]=[C:20]([C:4]2[CH:5]=[CH:6][CH:7]=[C:2]([Cl:1])[CH:3]=2)[N:19]=[C:18]([NH2:23])[N:17]=1)([CH3:14])([CH3:12])[CH3:13]. (2) The product is: [CH:6]1([CH2:9][O:10][C:11]2[CH:12]=[CH:13][C:14]([N:17]3[C:22](=[O:23])[C:21]4[NH:24][CH:25]=[CH:26][C:20]=4[N:19]=[C:18]3[S:27][CH2:29][CH2:30][O:31][CH2:32][CH3:33])=[CH:15][CH:16]=2)[CH2:7][CH2:8]1. Given the reactants C(=O)([O-])O.[Na+].[CH:6]1([CH2:9][O:10][C:11]2[CH:16]=[CH:15][C:14]([N:17]3[C:22](=[O:23])[C:21]4[NH:24][CH:25]=[CH:26][C:20]=4[NH:19][C:18]3=[S:27])=[CH:13][CH:12]=2)[CH2:8][CH2:7]1.Cl[CH2:29][CH2:30][O:31][CH2:32][CH3:33].[I-].[Na+], predict the reaction product. (3) Given the reactants Cl[C:2]1[N:7]=[C:6]([O:8][C:9]2[CH:14]=[CH:13][C:12]([NH:15][C:16]([NH:18][C:19]3[N:23]([C:24]4[CH:29]=[CH:28][C:27]([CH3:30])=[CH:26][CH:25]=4)[N:22]=[C:21]([CH:31]([CH3:33])[CH3:32])[CH:20]=3)=[O:17])=[C:11]([F:34])[C:10]=2[F:35])[CH:5]=[CH:4][N:3]=1.[CH3:36][O:37][C:38]1[CH:39]=[C:40]([CH:42]=[C:43]([O:45][CH2:46][CH2:47][N:48]2[CH2:53][CH2:52][O:51][CH2:50][CH2:49]2)[CH:44]=1)[NH2:41], predict the reaction product. The product is: [F:34][C:11]1[C:10]([F:35])=[C:9]([O:8][C:6]2[CH:5]=[CH:4][N:3]=[C:2]([NH:41][C:40]3[CH:42]=[C:43]([O:45][CH2:46][CH2:47][N:48]4[CH2:53][CH2:52][O:51][CH2:50][CH2:49]4)[CH:44]=[C:38]([O:37][CH3:36])[CH:39]=3)[N:7]=2)[CH:14]=[CH:13][C:12]=1[NH:15][C:16]([NH:18][C:19]1[N:23]([C:24]2[CH:29]=[CH:28][C:27]([CH3:30])=[CH:26][CH:25]=2)[N:22]=[C:21]([CH:31]([CH3:33])[CH3:32])[CH:20]=1)=[O:17]. (4) The product is: [Cl:14][C:13]1[C:3]2[CH2:2][N:30]([CH2:29][C:19]3[N:20]=[N:21][C:22]([O:23][CH2:24][C:25]([F:28])([F:27])[F:26])=[C:17]([CH3:16])[CH:18]=3)[C:5](=[O:7])[C:4]=2[CH:10]=[CH:11][N:12]=1. Given the reactants Br[CH2:2][C:3]1[C:13]([Cl:14])=[N:12][CH:11]=[CH:10][C:4]=1[C:5]([O:7]CC)=O.Cl.[CH3:16][C:17]1[CH:18]=[C:19]([CH2:29][NH2:30])[N:20]=[N:21][C:22]=1[O:23][CH2:24][C:25]([F:28])([F:27])[F:26], predict the reaction product. (5) Given the reactants [NH2:1][C:2]1[C:7]([F:8])=[CH:6][N:5]=[C:4]([OH:9])[N:3]=1.[F:10][C:11]1[CH:12]=[C:13]([CH:17]=[C:18]([F:20])[CH:19]=1)[C:14](Cl)=[O:15], predict the reaction product. The product is: [NH2:1][C:2]1[C:7]([F:8])=[CH:6][N:5]([C:14](=[O:15])[C:13]2[CH:12]=[C:11]([F:10])[CH:19]=[C:18]([F:20])[CH:17]=2)[C:4](=[O:9])[N:3]=1. (6) Given the reactants [CH3:1][N:2]([CH2:10][C:11]1[S:12][C:13](SC2C=CC=CC=2)=[C:14]([C:16]2[CH:21]=[CH:20][CH:19]=[CH:18][CH:17]=2)[N:15]=1)[C:3](=[O:9])[O:4][C:5]([CH3:8])([CH3:7])[CH3:6].Cl[C:30]1[CH:35]=[CH:34][CH:33]=[C:32](C(OO)=O)[CH:31]=1.[S:40]([O-:44])([O-])(=[O:42])=S.[Na+].[Na+], predict the reaction product. The product is: [CH3:1][N:2]([CH2:10][C:11]1[S:12][C:13]([S:40]([C:30]2[CH:35]=[CH:34][CH:33]=[CH:32][CH:31]=2)(=[O:44])=[O:42])=[C:14]([C:16]2[CH:21]=[CH:20][CH:19]=[CH:18][CH:17]=2)[N:15]=1)[C:3](=[O:9])[O:4][C:5]([CH3:8])([CH3:6])[CH3:7]. (7) The product is: [NH:11]1[C:12]2[CH:18]=[CH:17][CH:16]=[CH:15][C:13]=2[N:14]=[C:10]1[CH:9]([O:8][CH:5]1[CH2:4][CH2:3][N:2]([CH3:1])[CH2:7][CH2:6]1)[C:19]1[CH:20]=[C:21]([NH2:25])[CH:22]=[CH:23][CH:24]=1. Given the reactants [CH3:1][N:2]1[CH2:7][CH2:6][CH:5]([O:8][CH:9]([C:19]2[CH:24]=[CH:23][CH:22]=[C:21]([N+:25]([O-])=O)[CH:20]=2)[C:10]2[NH:14][C:13]3[CH:15]=[CH:16][CH:17]=[CH:18][C:12]=3[N:11]=2)[CH2:4][CH2:3]1.[Sn+2].O.O.[Cl-].[Cl-].O.[OH-].[Na+], predict the reaction product.